From a dataset of Reaction yield outcomes from USPTO patents with 853,638 reactions. Predict the reaction yield, written as a fraction of the theoretical maximum amount of product (1.0 means a 100% yield; for example, 0.34 means a 34% yield). (1) The yield is 0.730. The catalyst is CCCCO. The reactants are Cl[C:2]1[N:7]=[C:6]([NH:8][C@H:9]([C:12]2[CH:17]=[CH:16][C:15]([F:18])=[CH:14][CH:13]=2)[CH2:10][OH:11])[C:5]([N+:19]([O-:21])=[O:20])=[CH:4][CH:3]=1.[CH3:22][C:23]1[NH:27][N:26]=[C:25]([NH2:28])[CH:24]=1.CCN(C(C)C)C(C)C. The product is [F:18][C:15]1[CH:16]=[CH:17][C:12]([C@@H:9]([NH:8][C:6]2[C:5]([N+:19]([O-:21])=[O:20])=[CH:4][CH:3]=[C:2]([NH:28][C:25]3[CH:24]=[C:23]([CH3:22])[NH:27][N:26]=3)[N:7]=2)[CH2:10][OH:11])=[CH:13][CH:14]=1. (2) The reactants are [C:1]([C:3]1[C:4]([NH2:9])=[N:5][CH:6]=[CH:7][CH:8]=1)#[CH:2].[C:10]1([S:16][CH2:17][C:18]2[CH:23]=[CH:22][C:21](CC(Cl)=NO)=[CH:20][CH:19]=2)[CH:15]=[CH:14][CH:13]=[CH:12][CH:11]=1.[CH2:29]([N:31](CC)CC)[CH3:30].[O:36]1CCCC1. No catalyst specified. The product is [CH2:17]([S:16][C:10]1[CH:11]=[CH:12][C:13]([CH2:30][C:29]2[CH:2]=[C:1]([C:3]3[C:4]([NH2:9])=[N:5][CH:6]=[CH:7][CH:8]=3)[O:36][N:31]=2)=[CH:14][CH:15]=1)[C:18]1[CH:19]=[CH:20][CH:21]=[CH:22][CH:23]=1. The yield is 0.180. (3) The reactants are CO[CH:3]1[CH2:7][CH2:6][CH:5](OC)O1.[NH2:10][C:11]1[CH:19]=[CH:18][C:14]([C:15]([NH2:17])=[O:16])=[CH:13][C:12]=1[CH3:20].C([O-])([O-])=O.[Na+].[Na+]. The catalyst is CC(O)=O. The product is [CH3:20][C:12]1[CH:13]=[C:14]([CH:18]=[CH:19][C:11]=1[N:10]1[CH:3]=[CH:7][CH:6]=[CH:5]1)[C:15]([NH2:17])=[O:16]. The yield is 0.670. (4) The reactants are [Br:1][C:2]1[C:3]([F:29])=[CH:4][C:5]2[O:11][CH2:10][CH2:9][N:8]3[C:12]([CH:18]([C:20]4[CH:25]=[C:24]([F:26])[CH:23]=[C:22]([F:27])[CH:21]=4)[OH:19])=[C:13]([C:15](O)=[O:16])[N:14]=[C:7]3[C:6]=2[CH:28]=1.[Cl-].[NH4+:31]. No catalyst specified. The product is [Br:1][C:2]1[C:3]([F:29])=[CH:4][C:5]2[O:11][CH2:10][CH2:9][N:8]3[C:12]([CH:18]([C:20]4[CH:25]=[C:24]([F:26])[CH:23]=[C:22]([F:27])[CH:21]=4)[OH:19])=[C:13]([C:15]([NH2:31])=[O:16])[N:14]=[C:7]3[C:6]=2[CH:28]=1. The yield is 0.450. (5) The reactants are [OH:1][C:2]1[CH:3]=[C:4]([CH:8]=[CH:9][C:10]=1[N+:11]([O-:13])=[O:12])[C:5]([OH:7])=O.C1C=C[C:17]2N(O)N=[N:20][C:18]=2C=1.Cl.C(N)C.C(N(CC)CC)C.CCN=C=NCCCN(C)C. The catalyst is CN(C=O)C.C(OCC)(=O)C.CCCCCC. The product is [CH2:18]([NH:20][C:5](=[O:7])[C:4]1[CH:8]=[CH:9][C:10]([N+:11]([O-:13])=[O:12])=[C:2]([OH:1])[CH:3]=1)[CH3:17]. The yield is 0.762. (6) No catalyst specified. The yield is 0.260. The product is [F:1][C:2]1[CH:3]=[CH:4][C:5]([C:8]2[S:9][CH:10]=[C:11]([C:13]([CH3:17])([CH3:16])[CH2:14][NH:15][C:30](=[O:31])[C:29]3[CH:33]=[C:25]([C:22]4[N:21]=[C:20]([C:19]([F:35])([F:34])[F:18])[O:24][N:23]=4)[CH:26]=[N:27][CH:28]=3)[N:12]=2)=[CH:6][CH:7]=1. The reactants are [F:1][C:2]1[CH:7]=[CH:6][C:5]([C:8]2[S:9][CH:10]=[C:11]([C:13]([CH3:17])([CH3:16])[CH2:14][NH2:15])[N:12]=2)=[CH:4][CH:3]=1.[F:18][C:19]([F:35])([F:34])[C:20]1[O:24][N:23]=[C:22]([C:25]2[CH:26]=[N:27][CH:28]=[C:29]([CH:33]=2)[C:30](O)=[O:31])[N:21]=1. (7) The reactants are [S:1]1[CH:5]=[CH:4][C:3](B(O)O)=[CH:2]1.[CH2:9](Br)[C:10]1[CH:15]=[CH:14][CH:13]=[CH:12][CH:11]=1. No catalyst specified. The product is [CH2:9]([C:3]1[CH:4]=[CH:5][S:1][CH:2]=1)[C:10]1[CH:15]=[CH:14][CH:13]=[CH:12][CH:11]=1. The yield is 0.740.